From a dataset of Forward reaction prediction with 1.9M reactions from USPTO patents (1976-2016). Predict the product of the given reaction. (1) Given the reactants [NH2:1][C:2]1[CH:7]=[CH:6][C:5]([C:8]2[CH:13]=[CH:12][C:11]([C:14](=[O:23])[CH2:15][C:16]([CH3:22])([CH3:21])[C:17]([O:19]C)=[O:18])=[CH:10][CH:9]=2)=[CH:4][CH:3]=1.[CH3:24][C:25]1[CH:37]=[CH:36][C:28]2[N:29]=[C:30](S(C)(=O)=O)[O:31][C:27]=2[CH:26]=1.[OH-].[Na+].Cl, predict the reaction product. The product is: [CH3:21][C:16]([CH3:22])([CH2:15][C:14]([C:11]1[CH:10]=[CH:9][C:8]([C:5]2[CH:4]=[CH:3][C:2]([NH:1][C:30]3[O:31][C:27]4[CH:26]=[C:25]([CH3:24])[CH:37]=[CH:36][C:28]=4[N:29]=3)=[CH:7][CH:6]=2)=[CH:13][CH:12]=1)=[O:23])[C:17]([OH:19])=[O:18]. (2) Given the reactants [CH3:1][C:2]1([CH3:12])[CH2:10][C:9]2[C:4](=[CH:5][CH:6]=[CH:7][CH:8]=2)[CH:3]1O.[NH:13]1[CH:17]=[C:16]([C:18]([O:20][CH3:21])=[O:19])[N:15]=[CH:14]1.C1(P(C2C=CC=CC=2)C2C=CC=CC=2)C=CC=CC=1.N(C(OC(C)C)=O)=NC(OC(C)C)=O, predict the reaction product. The product is: [CH3:21][O:20][C:18]([C:16]1[N:15]([CH:3]2[C:4]3[C:9](=[CH:8][CH:7]=[CH:6][CH:5]=3)[CH2:10][C:2]2([CH3:12])[CH3:1])[CH:14]=[N:13][CH:17]=1)=[O:19]. (3) Given the reactants [N+:1]([C:4]1[CH:17]=[CH:16][C:7]([CH2:8][C:9]2[CH:14]=[CH:13][C:12]([NH2:15])=[CH:11][CH:10]=2)=[CH:6][CH:5]=1)([O-:3])=[O:2].[C:18]([S-:20])#[N:19].[K+].BrBr, predict the reaction product. The product is: [N+:1]([C:4]1[CH:5]=[CH:6][C:7]([CH2:8][C:9]2[CH:14]=[CH:13][C:12]3[N:15]=[C:18]([NH2:19])[S:20][C:11]=3[CH:10]=2)=[CH:16][CH:17]=1)([O-:3])=[O:2]. (4) Given the reactants [Cl:1][C:2]1[CH:7]=[CH:6][CH:5]=[CH:4][C:3]=1[CH:8]([C:10]1[C:11](F)=[N:12][CH:13]=[CH:14][CH:15]=1)[OH:9].[Br-].[K+].Cl[O-].[Na+].C(=O)(O)[O-].[Na+].[C:27]([C:30]1[CH:35]=[CH:34][N:33]=[CH:32][CH:31]=1)(=[O:29])[CH3:28].[OH-].[Li+].[Cl-].[Na+].P(=O)(O)(O)O.C(=O)([O-])[O-].[K+].[K+], predict the reaction product. The product is: [Cl:1][C:2]1[CH:7]=[CH:6][CH:5]=[CH:4][C:3]=1[C:8]([C:10]1[C:11]([CH:28]=[C:27]([OH:29])[C:30]2[CH:35]=[CH:34][N:33]=[CH:32][CH:31]=2)=[N:12][CH:13]=[CH:14][CH:15]=1)=[O:9].